From a dataset of Forward reaction prediction with 1.9M reactions from USPTO patents (1976-2016). Predict the product of the given reaction. (1) The product is: [NH:11]1[CH2:16][CH2:15][CH:14]([CH2:17][O:18][C:19](=[O:46])[CH2:20][CH2:21][C:22]2[CH:27]=[CH:26][C:25]([C:28]([N:30]3[CH2:39][C:38]4[CH:37]=[N:36][N:35]([CH3:40])[C:34]=4[NH:33][C:32]4[CH:41]=[CH:42][CH:43]=[CH:44][C:31]3=4)=[O:29])=[CH:24][C:23]=2[CH3:45])[CH2:13][CH2:12]1. Given the reactants C(OC([N:11]1[CH2:16][CH2:15][CH:14]([CH2:17][O:18][C:19](=[O:46])[CH2:20][CH2:21][C:22]2[CH:27]=[CH:26][C:25]([C:28]([N:30]3[CH2:39][C:38]4[CH:37]=[N:36][N:35]([CH3:40])[C:34]=4[NH:33][C:32]4[CH:41]=[CH:42][CH:43]=[CH:44][C:31]3=4)=[O:29])=[CH:24][C:23]=2[CH3:45])[CH2:13][CH2:12]1)=O)C1C=CC=CC=1, predict the reaction product. (2) Given the reactants [CH2:1]([C:3]1[C:7]([CH2:8][C:9]([O:11]C(C)(C)C)=[O:10])=[C:6]([CH2:16][CH3:17])[NH:5][N:4]=1)[CH3:2].FC(F)(F)C(O)=O, predict the reaction product. The product is: [CH2:16]([C:6]1[C:7]([CH2:8][C:9]([OH:11])=[O:10])=[C:3]([CH2:1][CH3:2])[NH:4][N:5]=1)[CH3:17]. (3) Given the reactants I[C:2]1[S:6][C:5]([C:7]([O:9][CH3:10])=[O:8])=[C:4]([N:11]([C:15]([C@H:17]2[CH2:22][CH2:21][C@H:20]([CH3:23])[CH2:19][CH2:18]2)=[O:16])[CH:12]([CH3:14])[CH3:13])[CH:3]=1.[C:24](=[O:27])([O-])[O-].[Na+].[Na+].[CH3:30][N:31]([CH:33]=[O:34])C, predict the reaction product. The product is: [O:34]1[C:2]2[CH:3]=[CH:4][CH:5]=[CH:7][C:30]=2[N:31]=[C:33]1[C:24]1[O:27][CH:14]=[C:12]([C:2]2[S:6][C:5]([C:7]([O:9][CH3:10])=[O:8])=[C:4]([N:11]([C:15]([C@H:17]3[CH2:22][CH2:21][C@H:20]([CH3:23])[CH2:19][CH2:18]3)=[O:16])[CH:12]([CH3:14])[CH3:13])[CH:3]=2)[CH:13]=1. (4) Given the reactants [CH3:1][S:2](Cl)(=[O:4])=[O:3].[CH2:6]([O:13][C:14]1[CH:19]=[CH:18][C:17]([CH2:20][CH:21]([OH:27])[C:22]([O:24][CH2:25][CH3:26])=[O:23])=[CH:16][CH:15]=1)[C:7]1[CH:12]=[CH:11][CH:10]=[CH:9][CH:8]=1.C(N(CC)CC)C, predict the reaction product. The product is: [CH2:6]([O:13][C:14]1[CH:19]=[CH:18][C:17]([CH2:20][CH:21]([O:27][S:2]([CH3:1])(=[O:4])=[O:3])[C:22]([O:24][CH2:25][CH3:26])=[O:23])=[CH:16][CH:15]=1)[C:7]1[CH:12]=[CH:11][CH:10]=[CH:9][CH:8]=1. (5) Given the reactants [CH3:1][C:2]([CH3:24])([CH2:17][C:18]1([CH3:23])[O:22][CH2:21][CH2:20][O:19]1)[CH2:3][N:4]1[C:16]2[C:15]3[CH:14]=[CH:13][CH:12]=[CH:11][C:10]=3[N:9]=[CH:8][C:7]=2[N:6]=[CH:5]1.C1C=C(Cl)C=C(C(OO)=[O:33])C=1, predict the reaction product. The product is: [CH3:1][C:2]([CH3:24])([CH2:17][C:18]1([CH3:23])[O:22][CH2:21][CH2:20][O:19]1)[CH2:3][N:4]1[C:16]2[C:15]3[CH:14]=[CH:13][CH:12]=[CH:11][C:10]=3[N+:9]([O-:33])=[CH:8][C:7]=2[N:6]=[CH:5]1. (6) Given the reactants [H-].[Na+].[N:3]1[CH:8]=[CH:7][CH:6]=[CH:5][C:4]=1[CH2:9][C:10]#[N:11].[C:12]([O:16][C:17]([N:19]([CH2:23][CH2:24]Cl)[CH2:20][CH2:21]Cl)=[O:18])([CH3:15])([CH3:14])[CH3:13], predict the reaction product. The product is: [C:10]([C:9]1([C:4]2[CH:5]=[CH:6][CH:7]=[CH:8][N:3]=2)[CH2:24][CH2:23][N:19]([C:17]([O:16][C:12]([CH3:14])([CH3:13])[CH3:15])=[O:18])[CH2:20][CH2:21]1)#[N:11]. (7) Given the reactants C(OC(N[C:12]1[CH:34]=[CH:33][C:15]([O:16][C:17]2[CH:22]=[CH:21][N:20]=[C:19]([NH:23]C(=O)OCC[Si](C)(C)C)[CH:18]=2)=[CH:14][C:13]=1[F:35])=O)C1C=CC=CC=1.[S-:36][C:37]#[N:38].[K+].C(OCC)(=[O:42])C.[F-:46].C([N+:51]([CH2:60][CH2:61][CH2:62][CH3:63])(CCCC)CCCC)CCC.O1[CH2:68][CH2:67][CH2:66][CH2:65]1, predict the reaction product. The product is: [NH2:23][C:19]1[CH:18]=[C:17]([O:16][C:15]2[CH:33]=[CH:34][C:12]([NH:38][C:37]([NH:51][C:60](=[O:42])[CH2:61][C:62]3[CH:63]=[CH:68][C:67]([F:46])=[CH:66][CH:65]=3)=[S:36])=[C:13]([F:35])[CH:14]=2)[CH:22]=[CH:21][N:20]=1.